This data is from Full USPTO retrosynthesis dataset with 1.9M reactions from patents (1976-2016). The task is: Predict the reactants needed to synthesize the given product. Given the product [Cl:20][C:21]1[S:25][C:24]([S:26]([NH:1][CH2:2][C:3]2[CH:4]=[CH:5][C:6]([C:7]([O:9][CH3:10])=[O:8])=[CH:11][CH:12]=2)(=[O:28])=[O:27])=[CH:23][CH:22]=1, predict the reactants needed to synthesize it. The reactants are: [NH2:1][CH2:2][C:3]1[CH:12]=[CH:11][C:6]([C:7]([O:9][CH3:10])=[O:8])=[CH:5][CH:4]=1.C(N(CC)CC)C.[Cl:20][C:21]1[S:25][C:24]([S:26](Cl)(=[O:28])=[O:27])=[CH:23][CH:22]=1.